Dataset: Aqueous solubility values for 9,982 compounds from the AqSolDB database. Task: Regression/Classification. Given a drug SMILES string, predict its absorption, distribution, metabolism, or excretion properties. Task type varies by dataset: regression for continuous measurements (e.g., permeability, clearance, half-life) or binary classification for categorical outcomes (e.g., BBB penetration, CYP inhibition). For this dataset (solubility_aqsoldb), we predict Y. (1) The Y is -5.22 log mol/L. The molecule is CC(C)c1ccccc1OP(=O)(Oc1ccccc1)Oc1ccccc1. (2) The molecule is CC(NC(=O)C(Br)C(C)C)C(=O)O. The Y is -0.482 log mol/L. (3) The molecule is CCCC[NH+](C)C. The Y is -0.667 log mol/L. (4) The drug is O=C(c1cc([N+](=O)[O-])cc([N+](=O)[O-])c1)N(O)c1ccccc1. The Y is -3.64 log mol/L. (5) The molecule is Nc1ccc(OP(=S)(Oc2ccc(N)cc2)Oc2ccc(N)cc2)cc1. The Y is -5.31 log mol/L. (6) The drug is CCCCCCCC(=O)NCCCC[C@H](N)C(=O)O. The Y is 0.0576 log mol/L. (7) The Y is -2.74 log mol/L. The drug is CCC#CC(C)C.